From a dataset of Forward reaction prediction with 1.9M reactions from USPTO patents (1976-2016). Predict the product of the given reaction. (1) Given the reactants [NH:1](C(OC(C)(C)C)=O)[C@H:2]([C:7]([N:9]1[CH2:23][CH2:22][CH2:21][C@H:10]1[C:11]([O:13][CH2:14][C:15]1[CH:20]=[CH:19][CH:18]=[CH:17][CH:16]=1)=[O:12])=[O:8])[CH2:3][CH:4]([CH3:6])[CH3:5].Cl.CCOC(C)=O, predict the reaction product. The product is: [NH2:1][C@H:2]([C:7]([N:9]1[CH2:23][CH2:22][CH2:21][C@H:10]1[C:11]([O:13][CH2:14][C:15]1[CH:16]=[CH:17][CH:18]=[CH:19][CH:20]=1)=[O:12])=[O:8])[CH2:3][CH:4]([CH3:5])[CH3:6]. (2) Given the reactants C([O:3][C:4](=[O:24])[C:5]1[CH:10]=[CH:9][C:8]([NH:11][C:12]([C:14]2[CH:15]=[CH:16][C:17]3[O:22][CH2:21][CH2:20][NH:19][C:18]=3[CH:23]=2)=[O:13])=[CH:7][CH:6]=1)C.[F:25][C:26]1[CH:27]=[C:28]([S:32](Cl)(=[O:34])=[O:33])[CH:29]=[CH:30][CH:31]=1, predict the reaction product. The product is: [F:25][C:26]1[CH:27]=[C:28]([S:32]([N:19]2[C:18]3[CH:23]=[C:14]([C:12]([NH:11][C:8]4[CH:9]=[CH:10][C:5]([C:4]([OH:3])=[O:24])=[CH:6][CH:7]=4)=[O:13])[CH:15]=[CH:16][C:17]=3[O:22][CH2:21][CH2:20]2)(=[O:34])=[O:33])[CH:29]=[CH:30][CH:31]=1.